Predict which catalyst facilitates the given reaction. From a dataset of Catalyst prediction with 721,799 reactions and 888 catalyst types from USPTO. Reactant: [CH:1]1([CH2:4][NH:5][C:6]2[CH:11]=[CH:10][C:9]([S:12]([CH3:15])(=[O:14])=[O:13])=[CH:8][C:7]=2[N+:16]([O-])=O)[CH2:3][CH2:2]1.CO. Product: [NH2:16][C:7]1[CH:8]=[C:9]([S:12]([CH3:15])(=[O:13])=[O:14])[CH:10]=[CH:11][C:6]=1[NH:5][CH2:4][CH:1]1[CH2:3][CH2:2]1. The catalyst class is: 481.